From a dataset of Forward reaction prediction with 1.9M reactions from USPTO patents (1976-2016). Predict the product of the given reaction. (1) Given the reactants [CH3:1][NH:2][C:3]1[CH:10]=[CH:9][C:6]([O:7][CH3:8])=[CH:5][CH:4]=1.Cl[C:12]1[C:13]2[S:20][CH:19]=[CH:18][C:14]=2[N:15]=[CH:16][N:17]=1, predict the reaction product. The product is: [CH3:8][O:7][C:6]1[CH:9]=[CH:10][C:3]([N:2]([CH3:1])[C:12]2[C:13]3[S:20][CH:19]=[CH:18][C:14]=3[N:15]=[CH:16][N:17]=2)=[CH:4][CH:5]=1. (2) Given the reactants F[C:2]1[CH:7]=[C:6]([F:8])[CH:5]=[CH:4][C:3]=1[C:9]1[N:14]=[CH:13][N:12]=[C:11]([NH:15][C:16]2[CH:17]=[C:18]([CH:29]=[CH:30][CH:31]=2)[CH2:19][S:20](=[N:23]C(=O)OCC)([CH3:22])=[O:21])[N:10]=1.[F:32][C:33]([F:43])([F:42])[C:34]1[CH:39]=[CH:38][C:37]([CH2:40][OH:41])=[CH:36][CH:35]=1, predict the reaction product. The product is: [F:8][C:6]1[CH:5]=[CH:4][C:3]([C:9]2[N:14]=[CH:13][N:12]=[C:11]([NH:15][C:16]3[CH:31]=[CH:30][CH:29]=[C:18]([CH2:19][S:20]([CH3:22])(=[NH:23])=[O:21])[CH:17]=3)[N:10]=2)=[C:2]([O:41][CH2:40][C:37]2[CH:36]=[CH:35][C:34]([C:33]([F:32])([F:42])[F:43])=[CH:39][CH:38]=2)[CH:7]=1. (3) Given the reactants [CH2:1]([N:5]1[C:13]2[C:8](=[CH:9][CH:10]=[C:11]([Cl:14])[CH:12]=2)[C:7]([C:15](=[O:20])C(F)(F)F)=[CH:6]1)[CH2:2][CH2:3][CH3:4].[OH-:21].[Na+], predict the reaction product. The product is: [CH2:1]([N:5]1[C:13]2[C:8](=[CH:9][CH:10]=[C:11]([Cl:14])[CH:12]=2)[C:7]([C:15]([OH:20])=[O:21])=[CH:6]1)[CH2:2][CH2:3][CH3:4]. (4) Given the reactants [F:1][C:2]1[CH:7]=[CH:6][CH:5]=[CH:4][C:3]=1[CH2:8][C:9](=O)[CH2:10][C:11](OCC)=O.[CH:17]([O-:22])([O-])[O:18][CH2:19][CH3:20].C(OC(=O)C)(=O)C.O.[NH2:31][NH2:32], predict the reaction product. The product is: [F:1][C:2]1[CH:7]=[CH:6][CH:5]=[CH:4][C:3]=1[CH2:8][C:9]1[C:10]([C:17]([O:18][CH2:19][CH3:20])=[O:22])=[CH:11][NH:32][N:31]=1. (5) Given the reactants [Si:1](Cl)([C:14]([CH3:17])([CH3:16])[CH3:15])([C:8]1[CH:13]=[CH:12][CH:11]=[CH:10][CH:9]=1)[C:2]1[CH:7]=[CH:6][CH:5]=[CH:4][CH:3]=1.N1C=CN=C1.[Br:24][CH2:25][CH2:26][OH:27], predict the reaction product. The product is: [Si:1]([O:27][CH2:26][CH2:25][Br:24])([C:14]([CH3:17])([CH3:16])[CH3:15])([C:8]1[CH:13]=[CH:12][CH:11]=[CH:10][CH:9]=1)[C:2]1[CH:7]=[CH:6][CH:5]=[CH:4][CH:3]=1. (6) Given the reactants [NH2:1][C:2]1[C:3](=O)[N:4]=[C:5]([C:8]2[CH:13]=[CH:12][CH:11]=[C:10]([N+:14]([O-:16])=[O:15])[C:9]=2[CH3:17])[NH:6][N:7]=1.S(Cl)([Cl:21])=O, predict the reaction product. The product is: [Cl:21][C:3]1[N:4]=[C:5]([C:8]2[CH:13]=[CH:12][CH:11]=[C:10]([N+:14]([O-:16])=[O:15])[C:9]=2[CH3:17])[N:6]=[N:7][C:2]=1[NH2:1]. (7) Given the reactants Br[C:2]1[CH:21]=[CH:20][C:5]2[C:6]3[N:10]([CH2:11][CH2:12][O:13][C:4]=2[CH:3]=1)[CH:9]=[C:8]([C:14]1[NH:15][N:16]=[C:17]([CH3:19])[N:18]=1)[N:7]=3.O1CCCCC1[O:28][CH2:29][CH2:30][N:31]1[CH:35]=[C:34](B2OC(C)(C)C(C)(C)O2)[CH:33]=[N:32]1, predict the reaction product. The product is: [CH3:19][C:17]1[N:18]=[C:14]([C:8]2[N:7]=[C:6]3[C:5]4[CH:20]=[CH:21][C:2]([C:34]5[CH:33]=[N:32][N:31]([CH2:30][CH2:29][OH:28])[CH:35]=5)=[CH:3][C:4]=4[O:13][CH2:12][CH2:11][N:10]3[CH:9]=2)[NH:15][N:16]=1.